Dataset: Catalyst prediction with 721,799 reactions and 888 catalyst types from USPTO. Task: Predict which catalyst facilitates the given reaction. (1) Reactant: F[C:2]1[C:3]([N+:10]([O-:12])=[O:11])=[C:4](O)[CH:5]=[CH:6][C:7]=1[F:8].O[CH:14]1[CH2:19][CH2:18][CH2:17][N:16]([CH3:20])[CH2:15]1.[H-].[Na+].[C:23](O)(=[O:25])C. Product: [F:8][C:7]1[CH:2]=[C:3]([N+:10]([O-:12])=[O:11])[CH:4]=[CH:5][C:6]=1[O:25][CH2:23][CH:14]1[CH2:19][CH2:18][CH2:17][N:16]([CH3:20])[CH2:15]1. The catalyst class is: 36. (2) Reactant: [N:1]1[CH:6]=[CH:5][N:4]=[CH:3][C:2]=1[C:7]([OH:9])=O.Cl.C(N=C=NCCCN(C)C)C.[NH2:22][C:23]1[CH:34]=[CH:33][C:26]([C:27]([N:29]([O:31][CH3:32])[CH3:30])=[O:28])=[C:25]([F:35])[CH:24]=1. The catalyst class is: 17. Product: [F:35][C:25]1[CH:24]=[C:23]([NH:22][C:7]([C:2]2[CH:3]=[N:4][CH:5]=[CH:6][N:1]=2)=[O:9])[CH:34]=[CH:33][C:26]=1[C:27]([N:29]([O:31][CH3:32])[CH3:30])=[O:28]. (3) Reactant: [Li+].C[Si]([N-][Si](C)(C)C)(C)C.[Cl:11][C:12]1[CH:13]=[C:14]([C:22]2[O:26][CH:25]=[N:24][C:23]=2[CH3:27])[CH:15]=[CH:16][C:17]=1[C:18]([F:21])([F:20])[F:19].[Cl:28]C(Cl)(Cl)C(Cl)(Cl)Cl. Product: [Cl:28][C:25]1[O:26][C:22]([C:14]2[CH:15]=[CH:16][C:17]([C:18]([F:19])([F:21])[F:20])=[C:12]([Cl:11])[CH:13]=2)=[C:23]([CH3:27])[N:24]=1. The catalyst class is: 1. (4) Reactant: C(C1NC=CN=1)(C1[NH:4]C=CN=1)=O.[F:13][C:14]([F:24])([F:23])[C:15]1[CH:16]=[C:17]([C:20](O)=[O:21])[NH:18][CH:19]=1.[NH4+].[OH-]. Product: [F:13][C:14]([F:24])([F:23])[C:15]1[CH:16]=[C:17]([C:20]([NH2:4])=[O:21])[NH:18][CH:19]=1. The catalyst class is: 23.